This data is from NCI-60 drug combinations with 297,098 pairs across 59 cell lines. The task is: Regression. Given two drug SMILES strings and cell line genomic features, predict the synergy score measuring deviation from expected non-interaction effect. (1) Drug 1: CC1=C(C=C(C=C1)NC(=O)C2=CC=C(C=C2)CN3CCN(CC3)C)NC4=NC=CC(=N4)C5=CN=CC=C5. Drug 2: CCCCC(=O)OCC(=O)C1(CC(C2=C(C1)C(=C3C(=C2O)C(=O)C4=C(C3=O)C=CC=C4OC)O)OC5CC(C(C(O5)C)O)NC(=O)C(F)(F)F)O. Cell line: UACC62. Synergy scores: CSS=54.6, Synergy_ZIP=-1.37, Synergy_Bliss=-2.61, Synergy_Loewe=-5.29, Synergy_HSA=-1.97. (2) Drug 1: CC1=C2C(C(=O)C3(C(CC4C(C3C(C(C2(C)C)(CC1OC(=O)C(C(C5=CC=CC=C5)NC(=O)OC(C)(C)C)O)O)OC(=O)C6=CC=CC=C6)(CO4)OC(=O)C)OC)C)OC. Drug 2: CC1C(C(CC(O1)OC2CC(CC3=C2C(=C4C(=C3O)C(=O)C5=CC=CC=C5C4=O)O)(C(=O)C)O)N)O. Cell line: TK-10. Synergy scores: CSS=49.2, Synergy_ZIP=-2.71, Synergy_Bliss=-2.85, Synergy_Loewe=-0.0917, Synergy_HSA=1.87. (3) Cell line: PC-3. Synergy scores: CSS=18.5, Synergy_ZIP=-7.87, Synergy_Bliss=-3.58, Synergy_Loewe=-36.7, Synergy_HSA=-3.45. Drug 1: CN(C)N=NC1=C(NC=N1)C(=O)N. Drug 2: CC1=C(C(=O)C2=C(C1=O)N3CC4C(C3(C2COC(=O)N)OC)N4)N. (4) Drug 1: COC1=C2C(=CC3=C1OC=C3)C=CC(=O)O2. Drug 2: C1CN(P(=O)(OC1)NCCCl)CCCl. Cell line: RPMI-8226. Synergy scores: CSS=-7.12, Synergy_ZIP=3.17, Synergy_Bliss=2.07, Synergy_Loewe=-9.41, Synergy_HSA=-9.05. (5) Drug 1: COC1=NC(=NC2=C1N=CN2C3C(C(C(O3)CO)O)O)N. Drug 2: CC1CCC2CC(C(=CC=CC=CC(CC(C(=O)C(C(C(=CC(C(=O)CC(OC(=O)C3CCCCN3C(=O)C(=O)C1(O2)O)C(C)CC4CCC(C(C4)OC)O)C)C)O)OC)C)C)C)OC. Cell line: HCT116. Synergy scores: CSS=-9.31, Synergy_ZIP=-0.275, Synergy_Bliss=-10.4, Synergy_Loewe=-14.1, Synergy_HSA=-12.6.